Task: Predict the reaction yield, written as a fraction of the theoretical maximum amount of product (1.0 means a 100% yield; for example, 0.34 means a 34% yield).. Dataset: Reaction yield outcomes from USPTO patents with 853,638 reactions The reactants are Cl[C:2]1[CH:7]=[C:6]([O:8][C:9]2[CH:14]=[CH:13][C:12]([NH:15][C:16]3[CH:21]=[C:20]([C:22]4[CH:27]=[CH:26][CH:25]=[CH:24][CH:23]=4)[N:19]=[C:18]([NH2:28])[N:17]=3)=[CH:11][CH:10]=2)[CH:5]=[CH:4][N:3]=1.C([O-])([O-])=O.[K+].[K+].CC1(C)C(C)(C)OB(/[CH:43]=[CH:44]/[CH2:45][CH2:46][OH:47])O1. The catalyst is CC(N(C)C)=O. The product is [NH2:28][C:18]1[N:17]=[C:16]([NH:15][C:12]2[CH:13]=[CH:14][C:9]([O:8][C:6]3[CH:5]=[CH:4][N:3]=[C:2](/[CH:43]=[CH:44]/[CH2:45][CH2:46][OH:47])[CH:7]=3)=[CH:10][CH:11]=2)[CH:21]=[C:20]([C:22]2[CH:27]=[CH:26][CH:25]=[CH:24][CH:23]=2)[N:19]=1. The yield is 0.100.